Task: Predict which catalyst facilitates the given reaction.. Dataset: Catalyst prediction with 721,799 reactions and 888 catalyst types from USPTO Reactant: [Si:1]([O:8][CH2:9][C:10]1([CH3:38])[S:16][CH2:15][CH2:14][N:13]2[C:17]([C:20]3([C:23]4[CH:28]=[CH:27][C:26](B5OC(C)(C)C(C)(C)O5)=[CH:25][CH:24]=4)[CH2:22][CH2:21]3)=[N:18][N:19]=[C:12]2[CH2:11]1)([C:4]([CH3:7])([CH3:6])[CH3:5])([CH3:3])[CH3:2].Br[C:40]1[C:41]([O:46][CH3:47])=[N:42][CH:43]=[CH:44][CH:45]=1.C(=O)([O-])[O-].[K+].[K+].C(=O)([O-])O.[Na+]. Product: [Si:1]([O:8][CH2:9][C:10]1([CH3:38])[S:16][CH2:15][CH2:14][N:13]2[C:17]([C:20]3([C:23]4[CH:28]=[CH:27][C:26]([C:40]5[C:41]([O:46][CH3:47])=[N:42][CH:43]=[CH:44][CH:45]=5)=[CH:25][CH:24]=4)[CH2:22][CH2:21]3)=[N:18][N:19]=[C:12]2[CH2:11]1)([C:4]([CH3:5])([CH3:7])[CH3:6])([CH3:2])[CH3:3]. The catalyst class is: 437.